The task is: Predict which catalyst facilitates the given reaction.. This data is from Catalyst prediction with 721,799 reactions and 888 catalyst types from USPTO. (1) Reactant: [CH2:1]([C:3]1[CH:8]=[CH:7][CH:6]=[CH:5][C:4]=1[C:9]1[CH:14]=[CH:13][C:12]([C:15]([O:17]C)=[O:16])=[CH:11][C:10]=1[CH2:19][O:20][CH3:21])[CH3:2].O.[OH-].[Li+]. Product: [CH2:1]([C:3]1[CH:8]=[CH:7][CH:6]=[CH:5][C:4]=1[C:9]1[CH:14]=[CH:13][C:12]([C:15]([OH:17])=[O:16])=[CH:11][C:10]=1[CH2:19][O:20][CH3:21])[CH3:2]. The catalyst class is: 20. (2) Reactant: [C:1]([O:4][CH2:5][C:6]([CH3:36])([CH3:35])[CH2:7][N:8]1[C:14]2[CH:15]=[CH:16][C:17]([Cl:19])=[CH:18][C:13]=2[C@@H:12]([C:20]2[CH:25]=[CH:24][CH:23]=[C:22]([O:26][CH3:27])[C:21]=2[O:28][CH3:29])[O:11][C@H:10]([CH2:30][C:31](O)=[O:32])[C:9]1=[O:34])(=[O:3])[CH3:2].C(N(CC)CC)C.ClC(OCC(C)C)=O.Cl.[NH2:53][C:54]1[C:62]2[O:61][C:60]([C:63]([O:65][CH2:66][CH3:67])=[O:64])=[CH:59][C:58]=2[CH:57]=[C:56]([Cl:68])[CH:55]=1.N1C=CC=CC=1. Product: [C:1]([O:4][CH2:5][C:6]([CH3:36])([CH3:35])[CH2:7][N:8]1[C:14]2[CH:15]=[CH:16][C:17]([Cl:19])=[CH:18][C:13]=2[C@@H:12]([C:20]2[CH:25]=[CH:24][CH:23]=[C:22]([O:26][CH3:27])[C:21]=2[O:28][CH3:29])[O:11][C@H:10]([CH2:30][C:31]([NH:53][C:54]2[C:62]3[O:61][C:60]([C:63]([O:65][CH2:66][CH3:67])=[O:64])=[CH:59][C:58]=3[CH:57]=[C:56]([Cl:68])[CH:55]=2)=[O:32])[C:9]1=[O:34])(=[O:3])[CH3:2]. The catalyst class is: 35. (3) Reactant: [C:1]([O:5][C:6]([N:8]1[CH2:15][C@H:14]([OH:16])[CH2:13][C@H:9]1[C:10]([OH:12])=O)=[O:7])([CH3:4])([CH3:3])[CH3:2].ON1C2C=CC=CC=2N=N1.[NH:27]1[CH2:32][CH2:31][O:30][CH2:29][CH2:28]1.Cl.CN(C)CCCN=C=NCC. Product: [OH:16][C@H:14]1[CH2:15][N:8]([C:6]([O:5][C:1]([CH3:2])([CH3:3])[CH3:4])=[O:7])[C@H:9]([C:10]([N:27]2[CH2:32][CH2:31][O:30][CH2:29][CH2:28]2)=[O:12])[CH2:13]1. The catalyst class is: 9. (4) Reactant: [CH2:1]([N:8]1[C:17]2[C:12](=[C:13]([OH:27])[C:14]([C:18]([NH:20][CH2:21][CH2:22][NH:23][C:24](=[O:26])O)=[O:19])=[N:15][CH:16]=2)[CH:11]=[C:10]([C:28]2[CH:33]=[CH:32][CH:31]=[CH:30][CH:29]=2)[C:9]1=[O:34])[C:2]1[CH:7]=[CH:6][CH:5]=[CH:4][CH:3]=1.[F:35][C:36]([F:41])([F:40])C(O)=O.C(N(CC)CC)C.FC(F)(F)C(OCC)=O. Product: [F:35][C:36]([F:41])([F:40])[C:24]([NH:23][CH2:22][CH2:21][NH:20][C:18]([C:14]1[C:13]([OH:27])=[C:12]2[C:17](=[CH:16][N:15]=1)[N:8]([CH2:1][C:2]1[CH:7]=[CH:6][CH:5]=[CH:4][CH:3]=1)[C:9](=[O:34])[C:10]([C:28]1[CH:29]=[CH:30][CH:31]=[CH:32][CH:33]=1)=[CH:11]2)=[O:19])=[O:26]. The catalyst class is: 168. (5) Reactant: [F:1][C:2]1[CH:7]=[CH:6][C:5]([C:8]2[O:9][C:10]3[CH:20]=[C:19]([CH2:21][CH2:22][C:23]([O:25][CH3:26])=[O:24])[C:18](OS(C(F)(F)F)(=O)=O)=[CH:17][C:11]=3[C:12]=2[C:13](=[O:16])[NH:14][CH3:15])=[CH:4][CH:3]=1.CC1(C)C(C)(C)OB([C:43]2[CH:44]=[C:45]([CH:53]=[CH:54][CH:55]=2)[C:46]([O:48][C:49]([CH3:52])([CH3:51])[CH3:50])=[O:47])O1.C(=O)([O-])[O-].[Cs+].[Cs+]. Product: [F:1][C:2]1[CH:3]=[CH:4][C:5]([C:8]2[O:9][C:10]3[CH:20]=[C:19]([CH2:21][CH2:22][C:23]([O:25][CH3:26])=[O:24])[C:18]([C:43]4[CH:44]=[C:45]([CH:53]=[CH:54][CH:55]=4)[C:46]([O:48][C:49]([CH3:51])([CH3:52])[CH3:50])=[O:47])=[CH:17][C:11]=3[C:12]=2[C:13](=[O:16])[NH:14][CH3:15])=[CH:6][CH:7]=1. The catalyst class is: 38.